This data is from Acute oral toxicity (LD50) regression data from Zhu et al.. The task is: Regression/Classification. Given a drug SMILES string, predict its toxicity properties. Task type varies by dataset: regression for continuous values (e.g., LD50, hERG inhibition percentage) or binary classification for toxic/non-toxic outcomes (e.g., AMES mutagenicity, cardiotoxicity, hepatotoxicity). Dataset: ld50_zhu. The compound is O=C(O)C(c1ccc(Cl)cc1)c1ccc(Cl)cc1. The rat oral LD50 is 2.58, given as -log10 of the dose in mol/kg body weight (higher means more acutely toxic).